From a dataset of Reaction yield outcomes from USPTO patents with 853,638 reactions. Predict the reaction yield, written as a fraction of the theoretical maximum amount of product (1.0 means a 100% yield; for example, 0.34 means a 34% yield). (1) The reactants are Br[C:2]1[C:3]([C:13]2[CH:14]=[N:15][CH:16]=[CH:17][CH:18]=2)=[CH:4][C:5]2[O:9][C:8]([CH3:11])([CH3:10])[CH2:7][C:6]=2[CH:12]=1.[CH3:19][O:20][C:21]1[CH:26]=[CH:25][C:24]([N:27]2[CH2:32][CH2:31][NH:30][CH2:29][CH2:28]2)=[CH:23][CH:22]=1. No catalyst specified. The product is [CH3:10][C:8]1([CH3:11])[CH2:7][C:6]2[CH:12]=[C:2]([N:30]3[CH2:29][CH2:28][N:27]([C:24]4[CH:23]=[CH:22][C:21]([O:20][CH3:19])=[CH:26][CH:25]=4)[CH2:32][CH2:31]3)[C:3]([C:13]3[CH:14]=[N:15][CH:16]=[CH:17][CH:18]=3)=[CH:4][C:5]=2[O:9]1. The yield is 0.460. (2) The catalyst is N1C=CC=CC=1. The yield is 0.100. The reactants are [Cl:1][C:2]1[CH:7]=[CH:6][C:5]([N:8]2[CH:16]=[C:15]3[C:10]([CH:11]=[C:12]([NH2:17])[CH:13]=[CH:14]3)=[N:9]2)=[CH:4][CH:3]=1.[C:18](Cl)(=[O:22])[CH:19]([CH3:21])[CH3:20].C(OCC)(=O)C. The product is [Cl:1][C:2]1[CH:3]=[CH:4][C:5]([N:8]2[CH:16]=[C:15]3[C:10]([CH:11]=[C:12]([NH:17][C:18](=[O:22])[CH:19]([CH3:21])[CH3:20])[CH:13]=[CH:14]3)=[N:9]2)=[CH:6][CH:7]=1. (3) The reactants are [NH:1]1[CH2:6][CH2:5][CH:4]([C:7]2[O:11][C:10]([C:12]3[CH:17]=[CH:16][N:15]=[CH:14][CH:13]=3)=[C:9]([C:18]3[CH:19]=[C:20]4[C:24](=[CH:25][CH:26]=3)[C:23](=[N:27][OH:28])[CH2:22][CH2:21]4)[CH:8]=2)[CH2:3][CH2:2]1.[CH3:29][O:30][CH2:31][CH:32]=O.C([BH3-])#N.C[NH+](C)C.C(O)(=O)C. The catalyst is CO. The product is [CH3:29][O:30][CH2:31][CH2:32][N:1]1[CH2:2][CH2:3][CH:4]([C:7]2[O:11][C:10]([C:12]3[CH:13]=[CH:14][N:15]=[CH:16][CH:17]=3)=[C:9]([C:18]3[CH:19]=[C:20]4[C:24](=[CH:25][CH:26]=3)[C:23](=[N:27][OH:28])[CH2:22][CH2:21]4)[CH:8]=2)[CH2:5][CH2:6]1. The yield is 0.600. (4) The reactants are [F:1][C:2]1[CH:3]=[C:4]([CH:9](O)[C:10]2[CH:11]=[CH:12][C:13]([F:18])=[C:14]([CH:17]=2)[C:15]#[N:16])[CH:5]=[C:6]([F:8])[CH:7]=1.[I-].[Na+].Cl[Si](C)(C)C. The catalyst is C(#N)C.C(OCC)(=O)C. The product is [F:1][C:2]1[CH:3]=[C:4]([CH:5]=[C:6]([F:8])[CH:7]=1)[CH2:9][C:10]1[CH:11]=[CH:12][C:13]([F:18])=[C:14]([CH:17]=1)[C:15]#[N:16]. The yield is 0.880. (5) The product is [Br:1][C:2]1[CH:3]=[C:4]([N:8]2[C:16]3[CH:15]=[C:14]([Cl:17])[N:13]=[CH:12][C:11]=3[C:10]([C:18]([NH2:22])=[O:20])=[N:9]2)[CH:5]=[CH:6][CH:7]=1. The reactants are [Br:1][C:2]1[CH:3]=[C:4]([N:8]2[C:16]3[CH:15]=[C:14]([Cl:17])[N:13]=[CH:12][C:11]=3[C:10]([C:18]([O:20]C)=O)=[N:9]2)[CH:5]=[CH:6][CH:7]=1.[NH3:22]. The yield is 0.520. No catalyst specified.